Dataset: Full USPTO retrosynthesis dataset with 1.9M reactions from patents (1976-2016). Task: Predict the reactants needed to synthesize the given product. (1) Given the product [CH3:24][C:23]([Si:20]([CH3:22])([CH3:21])[O:1][CH2:2][C@@H:3]1[CH2:8][N:7]2[CH2:9][CH2:10][CH2:11][C@H:6]2[C:5](=[O:12])[NH:4]1)([CH3:26])[CH3:25], predict the reactants needed to synthesize it. The reactants are: [OH:1][CH2:2][C@@H:3]1[CH2:8][N:7]2[CH2:9][CH2:10][CH2:11][C@H:6]2[C:5](=[O:12])[NH:4]1.C(N(CC)CC)C.[Si:20](Cl)([C:23]([CH3:26])([CH3:25])[CH3:24])([CH3:22])[CH3:21]. (2) Given the product [CH3:1][NH:2][C:3]([C:5]1[NH:6][C:7]([C:10]2[C:12]3[C:13](=[N:14][CH:15]=[CH:16][CH:17]=3)[NH:21][N:20]=2)=[CH:8][CH:9]=1)=[O:4], predict the reactants needed to synthesize it. The reactants are: [CH3:1][NH:2][C:3]([C:5]1[NH:6][C:7]([C:10]([C:12]2[C:13](Cl)=[N:14][CH:15]=[CH:16][CH:17]=2)=O)=[CH:8][CH:9]=1)=[O:4].O.[NH2:20][NH2:21]. (3) The reactants are: [O:1]1CCO[CH:2]1[C:6]1[CH:11]=[CH:10][C:9]([NH:12][C:13]([CH2:15][CH2:16][CH2:17][CH2:18][N:19]([CH3:46])[C:20]([CH2:22][CH2:23][N:24]2[CH2:29][CH2:28][CH:27]([O:30][C:31](=[O:45])[NH:32][C:33]3[CH:38]=[CH:37][CH:36]=[CH:35][C:34]=3[C:39]3[CH:44]=[CH:43][CH:42]=[CH:41][CH:40]=3)[CH2:26][CH2:25]2)=[O:21])=[O:14])=[CH:8][CH:7]=1. Given the product [CH:2]([C:6]1[CH:11]=[CH:10][C:9]([NH:12][C:13]([CH2:15][CH2:16][CH2:17][CH2:18][N:19]([CH3:46])[C:20]([CH2:22][CH2:23][N:24]2[CH2:25][CH2:26][CH:27]([O:30][C:31](=[O:45])[NH:32][C:33]3[CH:38]=[CH:37][CH:36]=[CH:35][C:34]=3[C:39]3[CH:44]=[CH:43][CH:42]=[CH:41][CH:40]=3)[CH2:28][CH2:29]2)=[O:21])=[O:14])=[CH:8][CH:7]=1)=[O:1], predict the reactants needed to synthesize it. (4) Given the product [Cl:23][C:24]1[CH:25]=[CH:26][C:27]([OH:37])=[C:28]([C:30]2[N:8]3[CH:9]=[CH:10][N:11]=[C:7]3[N:6]=[CH:32][CH:31]=2)[CH:29]=1, predict the reactants needed to synthesize it. The reactants are: S(O)(O)(=O)=O.[NH2:6][C:7]1[NH:8][CH:9]=[CH:10][N:11]=1.[NH2:6][C:7]1[NH:8][CH:9]=[CH:10][N:11]=1.C([O-])(=O)C.[Na+].[Cl:23][C:24]1[CH:25]=[CH:26][C:27]([OH:37])=[C:28]([C:30](=O)/[CH:31]=[CH:32]/N(C)C)[CH:29]=1.